From a dataset of Full USPTO retrosynthesis dataset with 1.9M reactions from patents (1976-2016). Predict the reactants needed to synthesize the given product. (1) Given the product [ClH:27].[ClH:27].[NH2:7][CH2:8][CH2:9][CH2:10][CH2:11][C:12]1[CH:17]=[CH:16][C:15]([O:18][CH2:19][CH2:20][NH:21][CH2:22][C:23]([NH2:24])=[O:25])=[CH:14][CH:13]=1, predict the reactants needed to synthesize it. The reactants are: C(OC(=O)[NH:7][CH2:8][CH2:9][CH2:10][CH2:11][C:12]1[CH:17]=[CH:16][C:15]([O:18][CH2:19][CH2:20][NH:21][CH2:22][C:23](=[O:25])[NH2:24])=[CH:14][CH:13]=1)(C)(C)C.[ClH:27]. (2) Given the product [Br-:29].[C:1]([C:4]1[CH:5]=[N+:6]([CH2:25][C:26]2[CH:33]=[CH:32][CH:31]=[CH:30][C:27]=2[CH3:28])[CH:7]=[CH:8][C:9]=1[CH2:10][CH:11]1[CH2:19][C:18]2[C:13](=[CH:14][C:15]([O:22][CH3:23])=[C:16]([O:20][CH3:21])[CH:17]=2)[C:12]1=[O:24])(=[O:3])[CH3:2], predict the reactants needed to synthesize it. The reactants are: [C:1]([C:4]1[CH:5]=[N:6][CH:7]=[CH:8][C:9]=1[CH2:10][CH:11]1[CH2:19][C:18]2[C:13](=[CH:14][C:15]([O:22][CH3:23])=[C:16]([O:20][CH3:21])[CH:17]=2)[C:12]1=[O:24])(=[O:3])[CH3:2].[CH3:25][C:26]1[CH:33]=[CH:32][CH:31]=[CH:30][C:27]=1[CH2:28][Br:29]. (3) Given the product [CH:34]1([CH2:53][C:54]([C:12]2[C:13](=[O:27])[N:14]([C:21]3[CH:22]=[CH:23][CH:24]=[CH:25][CH:26]=3)[C:15]3[C:20]([C:11]=2[OH:10])=[CH:19][CH:18]=[CH:17][N:16]=3)=[O:55])[CH2:33][CH2:13][CH2:12][CH2:11][CH2:20]1, predict the reactants needed to synthesize it. The reactants are: C1(CC([O:10][C:11]2[C:20]3[C:15](=[N:16][CH:17]=[CH:18][CH:19]=3)[N:14]([C:21]3[CH:26]=[CH:25][CH:24]=[CH:23][CH:22]=3)[C:13](=[O:27])[CH:12]=2)=O)CCCCC1.C(N([CH2:33][CH3:34])CC)C.[C-]#N.[K+].C1[O:55][CH2:54][CH2:53]OCCOCCOCCOCCOC1.